Dataset: Reaction yield outcomes from USPTO patents with 853,638 reactions. Task: Predict the reaction yield, written as a fraction of the theoretical maximum amount of product (1.0 means a 100% yield; for example, 0.34 means a 34% yield). (1) The reactants are [CH3:1][C:2]1([CH3:26])[CH2:7][CH2:6][C:5]([C:8]2[CH:13]=[C:12]([C:14]3([C:20]4[N:21]=[N:22][NH:23][N:24]=4)[CH2:19][CH2:18][O:17][CH2:16][CH2:15]3)[CH:11]=[CH:10][C:9]=2[NH2:25])=[CH:4][CH2:3]1.[K+].[C:28]([C:30]1[N:31]=[C:32]([C:43]([O-])=[O:44])[N:33]([CH2:35][O:36][CH2:37][CH2:38][Si:39]([CH3:42])([CH3:41])[CH3:40])[CH:34]=1)#[N:29].C1CN([P+](Br)(N2CCCC2)N2CCCC2)CC1.F[P-](F)(F)(F)(F)F.CCN(C(C)C)C(C)C. The catalyst is CN(C=O)C.O. The product is [CH3:1][C:2]1([CH3:26])[CH2:7][CH2:6][C:5]([C:8]2[CH:13]=[C:12]([C:14]3([C:20]4[N:21]=[N:22][NH:23][N:24]=4)[CH2:15][CH2:16][O:17][CH2:18][CH2:19]3)[CH:11]=[CH:10][C:9]=2[NH:25][C:43]([C:32]2[N:33]([CH2:35][O:36][CH2:37][CH2:38][Si:39]([CH3:42])([CH3:41])[CH3:40])[CH:34]=[C:30]([C:28]#[N:29])[N:31]=2)=[O:44])=[CH:4][CH2:3]1. The yield is 0.420. (2) The reactants are [C:1]([C:3]1[CH:4]=[C:5](/[C:9](/[CH3:14])=[CH:10]/[C:11](O)=[O:12])[CH:6]=[CH:7][CH:8]=1)#[N:2].C(N(CC)CC)C.ClC(OCC)=O.[BH4-].[Na+].Cl. The catalyst is O1CCCC1.O1CCCC1.O. The product is [OH:12][CH2:11]/[CH:10]=[C:9](/[C:5]1[CH:4]=[C:3]([CH:8]=[CH:7][CH:6]=1)[C:1]#[N:2])\[CH3:14]. The yield is 0.820. (3) The reactants are Br[C:2]1[CH:12]=[CH:11][C:5]2[N:6]=[C:7]([S:9][CH3:10])[S:8][C:4]=2[CH:3]=1.[Cl:13][C:14]1[C:19]([NH:20][S:21]([C:24]2[CH:29]=[CH:28][C:27]([O:30][CH3:31])=[CH:26][CH:25]=2)(=[O:23])=[O:22])=[CH:18][C:17](B2CC(C)(C)C(C)(C)C2)=[CH:16][N:15]=1.C(=O)([O-])[O-].[Na+].[Na+]. The catalyst is CCO.C1C=CC([P]([Pd]([P](C2C=CC=CC=2)(C2C=CC=CC=2)C2C=CC=CC=2)([P](C2C=CC=CC=2)(C2C=CC=CC=2)C2C=CC=CC=2)[P](C2C=CC=CC=2)(C2C=CC=CC=2)C2C=CC=CC=2)(C2C=CC=CC=2)C2C=CC=CC=2)=CC=1. The product is [Cl:13][C:14]1[C:19]([NH:20][S:21]([C:24]2[CH:29]=[CH:28][C:27]([O:30][CH3:31])=[CH:26][CH:25]=2)(=[O:23])=[O:22])=[CH:18][C:17]([C:2]2[CH:12]=[CH:11][C:5]3[N:6]=[C:7]([S:9][CH3:10])[S:8][C:4]=3[CH:3]=2)=[CH:16][N:15]=1. The yield is 0.110. (4) The reactants are [Br-].[C:2]([CH2:5][CH2:6][CH2:7][P+](C1C=CC=CC=1)(C1C=CC=CC=1)C1C=CC=CC=1)([OH:4])=[O:3].[CH3:27][O:28][C:29]1[C:36]([O:37][CH3:38])=[CH:35][CH:34]=[CH:33][C:30]=1[CH:31]=O. The catalyst is C1COCC1. The product is [CH3:27][O:28][C:29]1[C:36]([O:37][CH3:38])=[CH:35][CH:34]=[CH:33][C:30]=1/[CH:31]=[CH:7]/[CH2:6][CH2:5][C:2]([OH:4])=[O:3]. The yield is 0.580. (5) The reactants are [NH2:1][C:2]1[CH:7]=[CH:6][C:5]([N+:8]([O-:10])=[O:9])=[CH:4][C:3]=1[S:11]([OH:14])(=O)=[O:12].P(Cl)(Cl)(Cl)=O.[OH-].[NH4+:21].[OH-].[Na+].C. The catalyst is S1(CCCC1)(=O)=O. The product is [NH2:1][C:2]1[CH:7]=[CH:6][C:5]([N+:8]([O-:10])=[O:9])=[CH:4][C:3]=1[S:11]([NH2:21])(=[O:14])=[O:12]. The yield is 0.650. (6) The catalyst is C(OCC)C. The product is [CH2:11]=[CH:12][CH2:13][CH:1]([OH:10])/[CH:2]=[CH:3]/[CH:4]=[CH:5]/[CH2:6][CH2:7][CH3:8]. The reactants are [CH:1](=[O:10])/[CH:2]=[CH:3]/[CH:4]=[CH:5]/[CH2:6][CH2:7][CH2:8]C.[CH2:11]([Mg]Br)[CH:12]=[CH2:13].[NH4+].[Cl-]. The yield is 0.570. (7) The reactants are [Cl:1][C:2]1[C:7]([CH2:8]C(N(OC)C)=O)=[CH:6][CH:5]=[C:4]([CH3:15])[N:3]=1.[H-].C([Al+]CC(C)C)C(C)C.[OH-:26].[Na+]. The catalyst is ClCCl. The product is [Cl:1][C:2]1[N:3]=[C:4]([CH3:15])[CH:5]=[CH:6][C:7]=1[CH:8]=[O:26]. The yield is 0.910. (8) The reactants are [NH2:1][C:2]1[N:11]=[CH:10][C:9]2[C:8](SC)=[N:7][CH:6]=[N:5][C:4]=2[CH:3]=1.[N+:14]([C:17]1[CH:18]=[C:19]([CH:21]=[CH:22][CH:23]=1)[NH2:20])([O-:16])=[O:15]. No catalyst specified. The product is [NH2:1][C:2]1[N:11]=[CH:10][C:9]2[C:8]([NH:20][C:19]3[CH:21]=[CH:22][CH:23]=[C:17]([N+:14]([O-:16])=[O:15])[CH:18]=3)=[N:7][CH:6]=[N:5][C:4]=2[CH:3]=1. The yield is 0.390. (9) The reactants are [N:1]1[CH:6]=[CH:5][CH:4]=[C:3]([NH:7][C:8](=[O:14])[O:9][C:10]([CH3:13])([CH3:12])[CH3:11])[CH:2]=1.C([Li])(C)(C)C.N1([CH:26]=[O:27])CCCCC1. The product is [CH:26]([C:4]1[CH:5]=[CH:6][N:1]=[CH:2][C:3]=1[NH:7][C:8](=[O:14])[O:9][C:10]([CH3:11])([CH3:13])[CH3:12])=[O:27]. The yield is 0.600. The catalyst is C1COCC1.CCCCC. (10) The reactants are Cl[C:2]1[CH:3]=[CH:4][N:5]2[C:10]([C:11]=1[CH3:12])=[C:9]([CH:13]1[CH2:15][CH2:14]1)[CH:8]=[C:7]([C:16]([O:18][CH3:19])=[O:17])[C:6]2=[O:20].[CH3:21][C:22]1[C:30]2[C:25](=[CH:26][CH:27]=[C:28](B(O)O)[CH:29]=2)[NH:24][N:23]=1. No catalyst specified. The product is [CH3:21][C:22]1[C:30]2[C:25](=[CH:26][CH:27]=[C:28]([C:2]3[CH:3]=[CH:4][N:5]4[C:10]([C:11]=3[CH3:12])=[C:9]([CH:13]3[CH2:15][CH2:14]3)[CH:8]=[C:7]([C:16]([O:18][CH3:19])=[O:17])[C:6]4=[O:20])[CH:29]=2)[NH:24][N:23]=1. The yield is 0.880.